The task is: Regression. Given two drug SMILES strings and cell line genomic features, predict the synergy score measuring deviation from expected non-interaction effect.. This data is from NCI-60 drug combinations with 297,098 pairs across 59 cell lines. (1) Synergy scores: CSS=26.3, Synergy_ZIP=-4.79, Synergy_Bliss=-0.270, Synergy_Loewe=0.875, Synergy_HSA=1.55. Drug 1: C1CCC(CC1)NC(=O)N(CCCl)N=O. Cell line: IGROV1. Drug 2: C(CCl)NC(=O)N(CCCl)N=O. (2) Drug 1: CC1C(C(CC(O1)OC2CC(CC3=C2C(=C4C(=C3O)C(=O)C5=C(C4=O)C(=CC=C5)OC)O)(C(=O)C)O)N)O.Cl. Drug 2: C1C(C(OC1N2C=C(C(=O)NC2=O)F)CO)O. Cell line: UACC62. Synergy scores: CSS=22.9, Synergy_ZIP=-14.9, Synergy_Bliss=-9.86, Synergy_Loewe=-6.99, Synergy_HSA=-4.76. (3) Drug 1: C1=NC2=C(N=C(N=C2N1C3C(C(C(O3)CO)O)F)Cl)N. Cell line: EKVX. Synergy scores: CSS=-1.09, Synergy_ZIP=-0.848, Synergy_Bliss=2.46, Synergy_Loewe=-3.50, Synergy_HSA=-3.38. Drug 2: C1CN(CCN1C(=O)CCBr)C(=O)CCBr. (4) Drug 1: CCCS(=O)(=O)NC1=C(C(=C(C=C1)F)C(=O)C2=CNC3=C2C=C(C=N3)C4=CC=C(C=C4)Cl)F. Drug 2: CC1C(C(CC(O1)OC2CC(OC(C2O)C)OC3=CC4=CC5=C(C(=O)C(C(C5)C(C(=O)C(C(C)O)O)OC)OC6CC(C(C(O6)C)O)OC7CC(C(C(O7)C)O)OC8CC(C(C(O8)C)O)(C)O)C(=C4C(=C3C)O)O)O)O. Cell line: SF-268. Synergy scores: CSS=5.98, Synergy_ZIP=18.3, Synergy_Bliss=17.8, Synergy_Loewe=14.9, Synergy_HSA=14.9. (5) Drug 1: CCN(CC)CCNC(=O)C1=C(NC(=C1C)C=C2C3=C(C=CC(=C3)F)NC2=O)C. Drug 2: CNC(=O)C1=NC=CC(=C1)OC2=CC=C(C=C2)NC(=O)NC3=CC(=C(C=C3)Cl)C(F)(F)F. Cell line: SW-620. Synergy scores: CSS=65.8, Synergy_ZIP=3.96, Synergy_Bliss=4.19, Synergy_Loewe=-5.22, Synergy_HSA=7.29. (6) Drug 1: CC1=CC=C(C=C1)C2=CC(=NN2C3=CC=C(C=C3)S(=O)(=O)N)C(F)(F)F. Drug 2: CCC1(C2=C(COC1=O)C(=O)N3CC4=CC5=C(C=CC(=C5CN(C)C)O)N=C4C3=C2)O.Cl. Cell line: SNB-75. Synergy scores: CSS=14.4, Synergy_ZIP=-3.35, Synergy_Bliss=0.249, Synergy_Loewe=-17.7, Synergy_HSA=-0.865. (7) Drug 1: C1CCN(CC1)CCOC2=CC=C(C=C2)C(=O)C3=C(SC4=C3C=CC(=C4)O)C5=CC=C(C=C5)O. Drug 2: C1CCC(CC1)NC(=O)N(CCCl)N=O. Cell line: HCT116. Synergy scores: CSS=26.7, Synergy_ZIP=1.28, Synergy_Bliss=-2.19, Synergy_Loewe=-3.12, Synergy_HSA=-3.53. (8) Drug 1: CC1C(C(CC(O1)OC2CC(CC3=C2C(=C4C(=C3O)C(=O)C5=C(C4=O)C(=CC=C5)OC)O)(C(=O)C)O)N)O.Cl. Drug 2: C1CCC(C(C1)N)N.C(=O)(C(=O)[O-])[O-].[Pt+4]. Cell line: HCT-15. Synergy scores: CSS=13.3, Synergy_ZIP=-2.44, Synergy_Bliss=0.586, Synergy_Loewe=-3.81, Synergy_HSA=-0.0762. (9) Drug 1: CS(=O)(=O)OCCCCOS(=O)(=O)C. Drug 2: C(CN)CNCCSP(=O)(O)O. Cell line: KM12. Synergy scores: CSS=-2.58, Synergy_ZIP=1.38, Synergy_Bliss=-3.85, Synergy_Loewe=-8.58, Synergy_HSA=-7.71.